This data is from NCI-60 drug combinations with 297,098 pairs across 59 cell lines. The task is: Regression. Given two drug SMILES strings and cell line genomic features, predict the synergy score measuring deviation from expected non-interaction effect. (1) Drug 1: C1=CC(=CC=C1CCCC(=O)O)N(CCCl)CCCl. Drug 2: C1=NNC2=C1C(=O)NC=N2. Cell line: COLO 205. Synergy scores: CSS=31.6, Synergy_ZIP=-4.29, Synergy_Bliss=-4.69, Synergy_Loewe=-27.1, Synergy_HSA=-8.37. (2) Drug 1: C1CCC(C1)C(CC#N)N2C=C(C=N2)C3=C4C=CNC4=NC=N3. Drug 2: CC(C)CN1C=NC2=C1C3=CC=CC=C3N=C2N. Cell line: HCT-15. Synergy scores: CSS=-0.887, Synergy_ZIP=0.659, Synergy_Bliss=0.834, Synergy_Loewe=-0.804, Synergy_HSA=-1.02. (3) Drug 1: C1=CC(=C2C(=C1NCCNCCO)C(=O)C3=C(C=CC(=C3C2=O)O)O)NCCNCCO. Drug 2: C1=C(C(=O)NC(=O)N1)F. Cell line: BT-549. Synergy scores: CSS=43.2, Synergy_ZIP=-5.31, Synergy_Bliss=-5.26, Synergy_Loewe=1.53, Synergy_HSA=2.88. (4) Drug 1: CN1C(=O)N2C=NC(=C2N=N1)C(=O)N. Drug 2: C1=NC2=C(N=C(N=C2N1C3C(C(C(O3)CO)O)F)Cl)N. Cell line: NCI-H226. Synergy scores: CSS=-2.53, Synergy_ZIP=1.33, Synergy_Bliss=0.913, Synergy_Loewe=-3.70, Synergy_HSA=-3.17. (5) Drug 1: CC12CCC3C(C1CCC2O)C(CC4=C3C=CC(=C4)O)CCCCCCCCCS(=O)CCCC(C(F)(F)F)(F)F. Drug 2: CNC(=O)C1=NC=CC(=C1)OC2=CC=C(C=C2)NC(=O)NC3=CC(=C(C=C3)Cl)C(F)(F)F. Cell line: OVCAR-8. Synergy scores: CSS=-1.86, Synergy_ZIP=1.40, Synergy_Bliss=-1.85, Synergy_Loewe=-2.02, Synergy_HSA=-4.85. (6) Drug 1: CCCS(=O)(=O)NC1=C(C(=C(C=C1)F)C(=O)C2=CNC3=C2C=C(C=N3)C4=CC=C(C=C4)Cl)F. Drug 2: C1CC(=O)NC(=O)C1N2C(=O)C3=CC=CC=C3C2=O. Cell line: SK-MEL-5. Synergy scores: CSS=28.3, Synergy_ZIP=4.32, Synergy_Bliss=5.38, Synergy_Loewe=-18.9, Synergy_HSA=4.30. (7) Drug 1: CC1OCC2C(O1)C(C(C(O2)OC3C4COC(=O)C4C(C5=CC6=C(C=C35)OCO6)C7=CC(=C(C(=C7)OC)O)OC)O)O. Drug 2: CC(C)(C1=NC(=CC=C1)N2C3=NC(=NC=C3C(=O)N2CC=C)NC4=CC=C(C=C4)N5CCN(CC5)C)O. Cell line: NCIH23. Synergy scores: CSS=11.3, Synergy_ZIP=-22.0, Synergy_Bliss=-62.5, Synergy_Loewe=-63.2, Synergy_HSA=-57.8. (8) Synergy scores: CSS=3.15, Synergy_ZIP=-1.39, Synergy_Bliss=1.92, Synergy_Loewe=-1.99, Synergy_HSA=-0.599. Cell line: SF-268. Drug 1: COC1=C(C=C2C(=C1)N=CN=C2NC3=CC(=C(C=C3)F)Cl)OCCCN4CCOCC4. Drug 2: CS(=O)(=O)CCNCC1=CC=C(O1)C2=CC3=C(C=C2)N=CN=C3NC4=CC(=C(C=C4)OCC5=CC(=CC=C5)F)Cl. (9) Drug 1: CC1C(C(CC(O1)OC2CC(CC3=C2C(=C4C(=C3O)C(=O)C5=C(C4=O)C(=CC=C5)OC)O)(C(=O)CO)O)N)O.Cl. Drug 2: CN(CCCl)CCCl.Cl. Cell line: NCI-H322M. Synergy scores: CSS=5.64, Synergy_ZIP=-1.80, Synergy_Bliss=2.08, Synergy_Loewe=-6.87, Synergy_HSA=0.283.